This data is from Peptide-MHC class I binding affinity with 185,985 pairs from IEDB/IMGT. The task is: Regression. Given a peptide amino acid sequence and an MHC pseudo amino acid sequence, predict their binding affinity value. This is MHC class I binding data. (1) The peptide sequence is AVPQVLGGL. The MHC is HLA-A23:01 with pseudo-sequence HLA-A23:01. The binding affinity (normalized) is 0.0847. (2) The peptide sequence is YRYGFVANF. The MHC is HLA-B07:02 with pseudo-sequence HLA-B07:02. The binding affinity (normalized) is 0.0847.